This data is from Full USPTO retrosynthesis dataset with 1.9M reactions from patents (1976-2016). The task is: Predict the reactants needed to synthesize the given product. (1) Given the product [C:21]([C:25]1[CH:30]=[CH:29][C:28]([NH:31][C:32]([NH:11][C:10]2[CH:12]=[CH:13][CH:14]=[C:8]([C:6]3[C:5]([C:15]4[CH:16]=[CH:17][N:18]=[CH:19][CH:20]=4)=[N:4][N:3]([CH2:1][CH3:2])[CH:7]=3)[CH:9]=2)=[O:33])=[CH:27][CH:26]=1)([CH3:24])([CH3:22])[CH3:23], predict the reactants needed to synthesize it. The reactants are: [CH2:1]([N:3]1[CH:7]=[C:6]([C:8]2[CH:9]=[C:10]([CH:12]=[CH:13][CH:14]=2)[NH2:11])[C:5]([C:15]2[CH:20]=[CH:19][N:18]=[CH:17][CH:16]=2)=[N:4]1)[CH3:2].[C:21]([C:25]1[CH:30]=[CH:29][C:28]([N:31]=[C:32]=[O:33])=[CH:27][CH:26]=1)([CH3:24])([CH3:23])[CH3:22]. (2) Given the product [Br:1][C:2]1[CH:7]=[N:6][C:5]2[C:8]3[CH:13]=[CH:12][C:11]([C:14]4([O:18][Si:19]([C:22]([CH3:25])([CH3:24])[CH3:23])([CH3:21])[CH3:20])[CH2:17][O:16][CH2:15]4)=[CH:10][C:9]=3[NH:26][C:4]=2[CH:3]=1, predict the reactants needed to synthesize it. The reactants are: [Br:1][C:2]1[CH:3]=[C:4]([N+:26]([O-])=O)[C:5]([C:8]2[CH:13]=[CH:12][C:11]([C:14]3([O:18][Si:19]([C:22]([CH3:25])([CH3:24])[CH3:23])([CH3:21])[CH3:20])[CH2:17][O:16][CH2:15]3)=[CH:10][CH:9]=2)=[N:6][CH:7]=1.C1(P(C2C=CC=CC=2)CCP(C2C=CC=CC=2)C2C=CC=CC=2)C=CC=CC=1. (3) Given the product [C:18]([C:21]1[CH:26]=[C:25]([NH:1][C:2]2[CH:3]=[CH:4][C:5]3[N:10]([CH3:11])[C:9](=[O:12])[O:8][C:7]([CH2:15][CH3:16])([CH2:13][CH3:14])[C:6]=3[CH:17]=2)[CH:24]=[CH:23][CH:22]=1)(=[O:20])[CH3:19], predict the reactants needed to synthesize it. The reactants are: [NH2:1][C:2]1[CH:3]=[CH:4][C:5]2[N:10]([CH3:11])[C:9](=[O:12])[O:8][C:7]([CH2:15][CH3:16])([CH2:13][CH3:14])[C:6]=2[CH:17]=1.[C:18]([C:21]1[CH:22]=[C:23](B(O)O)[CH:24]=[CH:25][CH:26]=1)(=[O:20])[CH3:19]. (4) Given the product [N:22]12[CH2:29][CH2:28][CH:25]([CH2:26][CH2:27]1)[C@@H:24]([O:30][C:31]1[CH:36]=[C:35]([CH:34]=[CH:33][CH:32]=1)[CH2:21][N:19]1[C:13](=[O:15])[C:11]3[S:12][C:8]([C:5]4[CH:4]=[CH:3][C:2]([Cl:1])=[CH:7][CH:6]=4)=[CH:9][C:10]=3[N:17]=[CH:18]1)[CH2:23]2, predict the reactants needed to synthesize it. The reactants are: [Cl:1][C:2]1[CH:7]=[CH:6][C:5]([C:8]2[S:12][C:11]([C:13]([O:15]C)=O)=[C:10](/[N:17]=[CH:18]/[N:19]([CH3:21])C)[CH:9]=2)=[CH:4][CH:3]=1.[N:22]12[CH2:29][CH2:28][CH:25]([CH2:26][CH2:27]1)[C@@H:24]([O:30][C:31]1[CH:32]=[C:33](CN)[CH:34]=[CH:35][CH:36]=1)[CH2:23]2. (5) The reactants are: [NH2:1][C:2]1[C:7]([C:8]([C:10]2[C:15]([C:16]([F:19])([F:18])[F:17])=[CH:14][CH:13]=[C:12](Cl)[N:11]=2)=[O:9])=[CH:6][CH:5]=[CH:4][N:3]=1.C(=O)([O-])[O-].[K+].[K+].[CH2:27]([C@H:31]1[CH2:36][NH:35][CH2:34][CH2:33][N:32]1C(OC(C)(C)C)=O)[CH:28]([CH3:30])[CH3:29]. Given the product [NH2:1][C:2]1[C:7]([C:8]([C:10]2[C:15]([C:16]([F:19])([F:18])[F:17])=[CH:14][CH:13]=[C:12]([N:35]3[CH2:34][CH2:33][NH:32][C@@H:31]([CH2:27][CH:28]([CH3:30])[CH3:29])[CH2:36]3)[N:11]=2)=[O:9])=[CH:6][CH:5]=[CH:4][N:3]=1, predict the reactants needed to synthesize it. (6) Given the product [Cl:14][C:15]1[CH:16]=[CH:17][C:18]([CH:21]2[CH:25]([C:26]3[CH:31]=[CH:30][C:29]([Cl:32])=[CH:28][CH:27]=3)[N:24]([C:1](=[O:5])[CH:2]([CH3:4])[CH3:3])[C:23]([C:33]3[CH:38]=[CH:37][CH:36]=[CH:35][C:34]=3[O:39][CH:40]([CH3:42])[CH3:41])=[N:22]2)=[CH:19][CH:20]=1, predict the reactants needed to synthesize it. The reactants are: [C:1](Cl)(=[O:5])[CH:2]([CH3:4])[CH3:3].C(N(CC)CC)C.[Cl:14][C:15]1[CH:20]=[CH:19][C:18]([CH:21]2[CH:25]([C:26]3[CH:31]=[CH:30][C:29]([Cl:32])=[CH:28][CH:27]=3)[NH:24][C:23]([C:33]3[CH:38]=[CH:37][CH:36]=[CH:35][C:34]=3[O:39][CH:40]([CH3:42])[CH3:41])=[N:22]2)=[CH:17][CH:16]=1. (7) The reactants are: [Br:1][C:2]1[CH:7]=[CH:6][C:5]([C:8]2([CH3:20])[C:13]([CH3:15])([CH3:14])[O:12][C:11](OC)=[N:10][S:9]2(=[O:19])=[O:18])=[CH:4][CH:3]=1.[Si:21]([O:28][CH2:29][CH2:30][C@H:31]([NH2:39])[C:32]1[CH:37]=[CH:36][CH:35]=[CH:34][C:33]=1[F:38])([C:24]([CH3:27])([CH3:26])[CH3:25])([CH3:23])[CH3:22]. Given the product [Br:1][C:2]1[CH:7]=[CH:6][C:5]([C:8]2([CH3:20])[C:13]([CH3:15])([CH3:14])[O:12][C:11]([NH:39][C@H:31]([C:32]3[CH:37]=[CH:36][CH:35]=[CH:34][C:33]=3[F:38])[CH2:30][CH2:29][O:28][Si:21]([C:24]([CH3:27])([CH3:26])[CH3:25])([CH3:22])[CH3:23])=[N:10][S:9]2(=[O:18])=[O:19])=[CH:4][CH:3]=1, predict the reactants needed to synthesize it. (8) Given the product [C:38]([C:37]1[CH:36]=[C:35]([CH:42]=[CH:41][CH:40]=1)[CH2:33][N:7]1[CH2:6][CH2:5][N:4]([C:8]2[CH:13]=[CH:12][C:11]([NH:14][C:15]([C:17]3[CH2:22][CH2:21][CH2:20][CH2:19][C:18]=3[C:23]3[CH:28]=[CH:27][C:26]([C:29]([F:32])([F:30])[F:31])=[CH:25][CH:24]=3)=[O:16])=[CH:10][CH:9]=2)[CH2:3][CH:2]1[CH3:1])#[N:39], predict the reactants needed to synthesize it. The reactants are: [CH3:1][CH:2]1[NH:7][CH2:6][CH2:5][N:4]([C:8]2[CH:13]=[CH:12][C:11]([NH:14][C:15]([C:17]3[CH2:22][CH2:21][CH2:20][CH2:19][C:18]=3[C:23]3[CH:28]=[CH:27][C:26]([C:29]([F:32])([F:31])[F:30])=[CH:25][CH:24]=3)=[O:16])=[CH:10][CH:9]=2)[CH2:3]1.[CH:33]([C:35]1[CH:36]=[C:37]([CH:40]=[CH:41][CH:42]=1)[C:38]#[N:39])=O.C(O[BH-](OC(=O)C)OC(=O)C)(=O)C.[Na+].